Dataset: Forward reaction prediction with 1.9M reactions from USPTO patents (1976-2016). Task: Predict the product of the given reaction. (1) Given the reactants [CH2:1]([O:3][C:4]([C:6]1[C:15](=[O:16])[C:14]2[C:9](=[CH:10][C:11]([Cl:18])=[C:12]([F:17])[CH:13]=2)[NH:8][CH:7]=1)=[O:5])[CH3:2].[I:19][CH2:20][CH2:21][CH2:22][CH2:23]I.C(=O)([O-])[O-].[K+].[K+], predict the reaction product. The product is: [CH2:1]([O:3][C:4]([C:6]1[C:15](=[O:16])[C:14]2[C:9](=[CH:10][C:11]([Cl:18])=[C:12]([F:17])[CH:13]=2)[N:8]([CH2:23][CH2:22][CH2:21][CH2:20][I:19])[CH:7]=1)=[O:5])[CH3:2]. (2) Given the reactants [NH2:1][C:2]1[CH:3]=[C:4]([CH:21]=[CH:22][C:23]=1[CH3:24])[C:5]([N:7]1[CH2:12][CH2:11][CH:10]([C:13]2[CH:20]=[CH:19][C:16]([C:17]#[N:18])=[CH:15][CH:14]=2)[CH2:9][CH2:8]1)=[O:6].C(N(CC)CC)C.[C:32](Cl)(Cl)=[O:33].[C:36]([NH:44][NH2:45])(=[O:43])[C:37]1[CH:42]=[CH:41][N:40]=[CH:39][CH:38]=1, predict the reaction product. The product is: [C:17]([C:16]1[CH:15]=[CH:14][C:13]([CH:10]2[CH2:9][CH2:8][N:7]([C:5]([C:4]3[CH:21]=[CH:22][C:23]([CH3:24])=[C:2]([NH:1][C:32]([NH:45][NH:44][C:36](=[O:43])[C:37]4[CH:42]=[CH:41][N:40]=[CH:39][CH:38]=4)=[O:33])[CH:3]=3)=[O:6])[CH2:12][CH2:11]2)=[CH:20][CH:19]=1)#[N:18]. (3) Given the reactants [Cl:1][C:2]1[CH:7]=[CH:6][C:5]([C:8]2[C:12]([C:13]3[CH:18]=[CH:17][N:16]=[CH:15][CH:14]=3)=[C:11]([N:19]3[CH2:24][CH2:23][NH:22][CH2:21][CH2:20]3)[NH:10][N:9]=2)=[CH:4][CH:3]=1.[C:25]1(=[O:31])[O:30][C:28](=[O:29])[CH2:27][CH2:26]1, predict the reaction product. The product is: [OH2:29].[OH2:29].[Cl:1][C:2]1[CH:7]=[CH:6][C:5]([C:8]2[NH:9][N:10]=[C:11]([N:19]3[CH2:20][CH2:21][N:22]([C:25](=[O:31])[CH2:26][CH2:27][C:28]([OH:30])=[O:29])[CH2:23][CH2:24]3)[C:12]=2[C:13]2[CH:14]=[CH:15][N:16]=[CH:17][CH:18]=2)=[CH:4][CH:3]=1. (4) Given the reactants [CH3:1][O:2][C:3](=[O:20])[CH2:4][NH:5][C:6]1[CH:7]=[N:8][CH:9]=[CH:10][C:11]=1[C:12]1[C:13]([O:18][CH3:19])=[N:14][CH:15]=[CH:16][CH:17]=1.[CH3:21][N:22]([CH3:39])[S:23]([C:26]1[CH:27]=[C:28]([CH:32]=[C:33]([C:35]([F:38])([F:37])[F:36])[CH:34]=1)[C:29](O)=[O:30])(=[O:25])=[O:24], predict the reaction product. The product is: [CH3:21][N:22]([CH3:39])[S:23]([C:26]1[CH:27]=[C:28]([CH:32]=[C:33]([C:35]([F:37])([F:36])[F:38])[CH:34]=1)[C:29]([N:5]([CH2:4][C:3]([O:2][CH3:1])=[O:20])[C:6]1[CH:7]=[N:8][CH:9]=[CH:10][C:11]=1[C:12]1[C:13]([O:18][CH3:19])=[N:14][CH:15]=[CH:16][CH:17]=1)=[O:30])(=[O:24])=[O:25]. (5) Given the reactants C([O:5][C:6](=[O:40])[CH2:7][CH2:8][NH:9][C@@H:10]([CH3:39])[C:11](=[O:38])[N:12]1[C:20]2[C:15](=[CH:16][C:17]([O:21][CH2:22][C:23]3[S:24][C:25]([C:34]([F:37])([F:36])[F:35])=[C:26]([C:28]4[CH:33]=[CH:32][CH:31]=[CH:30][CH:29]=4)[CH:27]=3)=[CH:18][CH:19]=2)[CH2:14][CH2:13]1)(C)(C)C, predict the reaction product. The product is: [CH3:39][C@H:10]([NH:9][CH2:8][CH2:7][C:6]([OH:40])=[O:5])[C:11](=[O:38])[N:12]1[C:20]2[C:15](=[CH:16][C:17]([O:21][CH2:22][C:23]3[S:24][C:25]([C:34]([F:37])([F:35])[F:36])=[C:26]([C:28]4[CH:33]=[CH:32][CH:31]=[CH:30][CH:29]=4)[CH:27]=3)=[CH:18][CH:19]=2)[CH2:14][CH2:13]1. (6) The product is: [OH:20][C@H:9]1[C@@H:10]([OH:16])[C@H:11]([OH:12])[C@@H:6]([CH2:5][OH:4])[O:7][C@@H:8]1[O:24][C:25]1[CH:26]=[CH:27][C:28]([C:31]2[CH:32]=[C:33]([CH:34]=[CH:35][CH:36]=2)[C:37]#[N:38])=[CH:29][CH:30]=1. Given the reactants C([O:4][CH2:5][C@@H:6]1[C@H:11]([O:12]C(=O)C)[C@H:10]([O:16]C(=O)C)[C@@H:9]([O:20]C(=O)C)[C@@H:8]([O:24][C:25]2[CH:30]=[CH:29][C:28]([C:31]3[CH:36]=[CH:35][CH:34]=[C:33]([C:37]#[N:38])[CH:32]=3)=[CH:27][CH:26]=2)[O:7]1)(=O)C.C[O-].[Na+], predict the reaction product. (7) Given the reactants Br[C:2]1[CH:3]=[C:4]([CH:11]=[C:12]([F:14])[CH:13]=1)[O:5][CH2:6][C:7]([CH3:10])([OH:9])[CH3:8].[CH3:15][C:16]1([CH3:32])[C:20]([CH3:22])([CH3:21])[O:19][B:18]([B:18]2[O:19][C:20]([CH3:22])([CH3:21])[C:16]([CH3:32])([CH3:15])[O:17]2)[O:17]1.C([O-])(=O)C.[K+], predict the reaction product. The product is: [F:14][C:12]1[CH:11]=[C:4]([CH:3]=[C:2]([B:18]2[O:19][C:20]([CH3:22])([CH3:21])[C:16]([CH3:32])([CH3:15])[O:17]2)[CH:13]=1)[O:5][CH2:6][C:7]([CH3:10])([OH:9])[CH3:8]. (8) The product is: [C:14]([C:16]1[C:21]([N:22]2[CH2:27][CH2:26][C:25](=[CH:33][C:32]#[C:31][Si:30]([CH3:43])([CH3:42])[CH3:29])[CH2:24][CH2:23]2)=[N:20][CH:19]=[CH:18][N:17]=1)#[N:15]. Given the reactants BrCC1C=C(C2OC=CC=2)N(C)N=1.[C:14]([C:16]1[C:21]([N:22]2[CH2:27][CH2:26][C:25](=O)[CH2:24][CH2:23]2)=[N:20][CH:19]=[CH:18][N:17]=1)#[N:15].[CH3:29][Si:30]([CH3:43])([CH3:42])[C:31]#[C:32][CH2:33]P(=O)(OCC)OCC, predict the reaction product. (9) Given the reactants [CH2:1]([O:3][C:4]([C:6]1[CH:7]=[C:8]2[C:13](=[CH:14][CH:15]=1)[NH:12][CH:11]([C:16]1[CH:21]=[CH:20][CH:19]=[C:18]([C:22]([OH:24])=O)[CH:17]=1)[CH2:10][C:9]2([CH3:26])[CH3:25])=[O:5])[CH3:2].[NH2:27][C:28]1[CH:33]=[CH:32][CH:31]=[CH:30][CH:29]=1.CN(C(ON1N=NC2C=CC=NC1=2)=[N+](C)C)C.F[P-](F)(F)(F)(F)F.C(N(CC)CC)C, predict the reaction product. The product is: [CH2:1]([O:3][C:4]([C:6]1[CH:7]=[C:8]2[C:13](=[CH:14][CH:15]=1)[NH:12][CH:11]([C:16]1[CH:21]=[CH:20][CH:19]=[C:18]([C:22](=[O:24])[NH:27][C:28]3[CH:33]=[CH:32][CH:31]=[CH:30][CH:29]=3)[CH:17]=1)[CH2:10][C:9]2([CH3:25])[CH3:26])=[O:5])[CH3:2].